Dataset: Forward reaction prediction with 1.9M reactions from USPTO patents (1976-2016). Task: Predict the product of the given reaction. (1) The product is: [Cl:1][C:2]1[C:3]([O:12][CH3:13])=[CH:4][C:5]([OH:14])=[C:6]([N+:8]([O-:10])=[O:9])[CH:7]=1. Given the reactants [Cl:1][C:2]1[CH:7]=[C:6]([N+:8]([O-:10])=[O:9])[C:5](F)=[CH:4][C:3]=1[O:12][CH3:13].[OH-:14].[Na+].Cl, predict the reaction product. (2) Given the reactants [CH:1]([O:4][C:5](=[O:14])[C:6]1[CH:11]=[CH:10][C:9]([Br:12])=[CH:8][C:7]=1[CH3:13])([CH3:3])[CH3:2].[Br:15]N1C(=O)CCC1=O.N(C(C)(C)C#N)=NC(C)(C)C#N, predict the reaction product. The product is: [CH:1]([O:4][C:5](=[O:14])[C:6]1[CH:11]=[CH:10][C:9]([Br:12])=[CH:8][C:7]=1[CH2:13][Br:15])([CH3:3])[CH3:2]. (3) Given the reactants [Cl:1][C:2]1[CH:3]=[C:4]([CH:7]=[C:8]([O:10][C:11]2[CH:16]=[C:15](/[CH:17]=[CH:18]/[C:19]3[C:27]4[C:22](=[N:23][C:24]([F:28])=[CH:25][CH:26]=4)[N:21]([CH2:29][C:30]4[CH:35]=[CH:34][C:33]([O:36][CH3:37])=[CH:32][CH:31]=4)[N:20]=3)[N:14]=[C:13]([O:38][CH3:39])[C:12]=2[Cl:40])[CH:9]=1)[C:5]#[N:6].[H][H], predict the reaction product. The product is: [Cl:1][C:2]1[CH:3]=[C:4]([CH:7]=[C:8]([O:10][C:11]2[CH:16]=[C:15]([CH2:17][CH2:18][C:19]3[C:27]4[C:22](=[N:23][C:24]([F:28])=[CH:25][CH:26]=4)[N:21]([CH2:29][C:30]4[CH:31]=[CH:32][C:33]([O:36][CH3:37])=[CH:34][CH:35]=4)[N:20]=3)[N:14]=[C:13]([O:38][CH3:39])[C:12]=2[Cl:40])[CH:9]=1)[C:5]#[N:6]. (4) Given the reactants [CH2:1]([N:5]1[C:9]2[CH:10]=[CH:11][C:12]([C:14]([OH:16])=O)=[CH:13][C:8]=2[N:7]=[C:6]1[NH:17][C:18]1[S:19][C:20]2[CH:26]=[C:25]([O:27][C:28]([F:31])([F:30])[F:29])[CH:24]=[CH:23][C:21]=2[N:22]=1)[CH:2]([CH3:4])[CH3:3].[CH2:32]([NH2:34])[CH3:33].CN(C(ON1N=NC2C=CC=CC1=2)=[N+](C)C)C.F[P-](F)(F)(F)(F)F.CCN(C(C)C)C(C)C, predict the reaction product. The product is: [CH2:32]([NH:34][C:14]([C:12]1[CH:11]=[CH:10][C:9]2[N:5]([CH2:1][CH:2]([CH3:4])[CH3:3])[C:6]([NH:17][C:18]3[S:19][C:20]4[CH:26]=[C:25]([O:27][C:28]([F:30])([F:31])[F:29])[CH:24]=[CH:23][C:21]=4[N:22]=3)=[N:7][C:8]=2[CH:13]=1)=[O:16])[CH3:33].